Dataset: Full USPTO retrosynthesis dataset with 1.9M reactions from patents (1976-2016). Task: Predict the reactants needed to synthesize the given product. (1) Given the product [CH:1]1[N:5]=[C:4]2[C:6]([Cl:13])=[N:8][CH:9]=[N:10][N:3]2[CH:2]=1, predict the reactants needed to synthesize it. The reactants are: [CH:1]1[N:5]=[C:4]2[C:6]([N:8]=[CH:9][NH:10][N:3]2[CH:2]=1)=O.P(Cl)(Cl)([Cl:13])=O. (2) The reactants are: [F:1][C:2]1[CH:7]=[CH:6][C:5]([N:8]2[C:16]3[C:11](=[CH:12][C:13]([O:17][C@H:18]([C:22]4[CH:27]=[CH:26][CH:25]=[C:24]([O:28][CH3:29])[CH:23]=4)[C@@H:19]([NH2:21])[CH3:20])=[CH:14][CH:15]=3)[CH:10]=[N:9]2)=[CH:4][CH:3]=1.[NH:30]1[CH:34]=[C:33]([C:35](O)=[O:36])[N:32]=[CH:31]1. Given the product [F:1][C:2]1[CH:3]=[CH:4][C:5]([N:8]2[C:16]3[C:11](=[CH:12][C:13]([O:17][C@H:18]([C:22]4[CH:27]=[CH:26][CH:25]=[C:24]([O:28][CH3:29])[CH:23]=4)[C@@H:19]([NH:21][C:35]([C:33]4[N:32]=[CH:31][NH:30][CH:34]=4)=[O:36])[CH3:20])=[CH:14][CH:15]=3)[CH:10]=[N:9]2)=[CH:6][CH:7]=1, predict the reactants needed to synthesize it. (3) Given the product [F:33][C:12]1[CH:11]=[C:10]([N:4]2[CH2:3][C@H:2]([CH3:1])[CH2:6][S:5]2(=[O:8])=[O:7])[CH:15]=[CH:14][C:13]=1[C:16]([N:18]1[CH2:19][CH2:20][N:21]([C:24]2[C:29]([CH3:30])=[CH:28][C:27]([CH3:31])=[C:26]([CH3:32])[N:25]=2)[CH2:22][CH2:23]1)=[O:17], predict the reactants needed to synthesize it. The reactants are: [CH3:1][C@@H:2]1[CH2:6][S:5](=[O:8])(=[O:7])[NH:4][CH2:3]1.Br[C:10]1[CH:15]=[CH:14][C:13]([C:16]([N:18]2[CH2:23][CH2:22][N:21]([C:24]3[C:29]([CH3:30])=[CH:28][C:27]([CH3:31])=[C:26]([CH3:32])[N:25]=3)[CH2:20][CH2:19]2)=[O:17])=[C:12]([F:33])[CH:11]=1. (4) Given the product [Cl:17][C:18]1[CH:24]=[CH:23][C:22]([O:25][CH3:26])=[CH:21][C:19]=1[NH:20][C:2]1[CH:11]=[CH:10][N:9]=[C:8]2[C:3]=1[C:4]1[CH:16]=[CH:15][CH:14]=[CH:13][C:5]=1[C:6](=[O:12])[NH:7]2, predict the reactants needed to synthesize it. The reactants are: Cl[C:2]1[CH:11]=[CH:10][N:9]=[C:8]2[C:3]=1[C:4]1[CH:16]=[CH:15][CH:14]=[CH:13][C:5]=1[C:6](=[O:12])[NH:7]2.[Cl:17][C:18]1[CH:24]=[CH:23][C:22]([O:25][CH3:26])=[CH:21][C:19]=1[NH2:20]. (5) The reactants are: C(Cl)(=O)C(Cl)=O.CS(C)=O.[N:11]1[C:20]2[C:15](=[CH:16][C:17]([CH2:21][N:22]3[C:26]4=[N:27][C:28]([N:31]5[CH2:35][CH2:34][CH:33]([OH:36])[CH2:32]5)=[CH:29][N:30]=[C:25]4[N:24]=[N:23]3)=[CH:18][CH:19]=2)[CH:14]=[CH:13][CH:12]=1.C(N(CC)CC)C. Given the product [N:11]1[C:20]2[C:15](=[CH:16][C:17]([CH2:21][N:22]3[C:26]4=[N:27][C:28]([N:31]5[CH2:35][CH2:34][C:33](=[O:36])[CH2:32]5)=[CH:29][N:30]=[C:25]4[N:24]=[N:23]3)=[CH:18][CH:19]=2)[CH:14]=[CH:13][CH:12]=1, predict the reactants needed to synthesize it. (6) Given the product [CH2:9]([O:8][CH2:7][CH2:6][O:5][CH2:4][CH2:3][OH:2])[CH:10]=[CH2:11], predict the reactants needed to synthesize it. The reactants are: C[O:2][C:3](=O)[CH2:4][O:5][CH2:6][CH2:7][O:8][CH2:9][CH:10]=[CH2:11].[H-].[H-].[H-].[H-].[Li+].[Al+3]. (7) The reactants are: [C:1]([O:5][C:6]([NH:8][C@H:9]1[CH2:13][C@@H:12]([O:14][C:15]2[C:24]3[C:19](=[CH:20][C:21]([O:25][CH3:26])=[CH:22][CH:23]=3)[N:18]=[C:17]([C:27]3[CH:32]=[CH:31][CH:30]=[CH:29][CH:28]=3)[CH:16]=2)[CH2:11][C@H:10]1[C:33]([OH:35])=O)=[O:7])([CH3:4])([CH3:3])[CH3:2].[NH2:36][C@:37]1([C:42]([NH:44][S:45]([C:48]2[CH:53]=[CH:52][CH:51]=[C:50]([O:54][CH2:55][C:56]3[CH:61]=[CH:60][CH:59]=[CH:58][CH:57]=3)[CH:49]=2)(=[O:47])=[O:46])=[O:43])[CH2:39][C@H:38]1[CH:40]=[CH2:41].CCN(C(C)C)C(C)C.CN(C(ON1N=NC2C=CC=CC1=2)=[N+](C)C)C.[B-](F)(F)(F)F. Given the product [C:1]([O:5][C:6](=[O:7])[NH:8][C@H:9]1[CH2:13][C@@H:12]([O:14][C:15]2[C:24]3[C:19](=[CH:20][C:21]([O:25][CH3:26])=[CH:22][CH:23]=3)[N:18]=[C:17]([C:27]3[CH:28]=[CH:29][CH:30]=[CH:31][CH:32]=3)[CH:16]=2)[CH2:11][C@H:10]1[C:33](=[O:35])[NH:36][C@:37]1([C:42]([NH:44][S:45]([C:48]2[CH:53]=[CH:52][CH:51]=[C:50]([O:54][CH2:55][C:56]3[CH:61]=[CH:60][CH:59]=[CH:58][CH:57]=3)[CH:49]=2)(=[O:47])=[O:46])=[O:43])[CH2:39][C@H:38]1[CH:40]=[CH2:41])([CH3:3])([CH3:2])[CH3:4], predict the reactants needed to synthesize it. (8) Given the product [Cl:1][C:2]1[C:3]([F:22])=[C:4]([NH:9][C:10]([C:12]2[N:16]([CH3:17])[CH:15]=[C:14]([S:18](=[O:20])(=[O:19])[NH:38][C:34]3([CH3:33])[CH2:37][O:36][CH2:35]3)[CH:13]=2)=[O:11])[CH:5]=[CH:6][C:7]=1[F:8], predict the reactants needed to synthesize it. The reactants are: [Cl:1][C:2]1[C:3]([F:22])=[C:4]([NH:9][C:10]([C:12]2[N:16]([CH3:17])[CH:15]=[C:14]([S:18](Cl)(=[O:20])=[O:19])[CH:13]=2)=[O:11])[CH:5]=[CH:6][C:7]=1[F:8].ClC1C(F)=C(C=CC=1F)N.[CH3:33][C:34]1([NH2:38])[CH2:37][O:36][CH2:35]1. (9) Given the product [CH3:11][C:9]1[N:8]([S:12]([C:15]2[CH:20]=[CH:19][CH:18]=[CH:17][CH:16]=2)(=[O:14])=[O:13])[C:4]2=[N:5][CH:6]=[CH:7][C:2]([C:32]3[CH:31]=[CH:11][C:9]([NH2:8])=[CH:10][CH:3]=3)=[C:3]2[CH:10]=1, predict the reactants needed to synthesize it. The reactants are: Br[C:2]1[CH:7]=[CH:6][N:5]=[C:4]2[N:8]([S:12]([C:15]3[CH:20]=[CH:19][CH:18]=[CH:17][CH:16]=3)(=[O:14])=[O:13])[C:9]([CH3:11])=[CH:10][C:3]=12.C(=O)([O-])[O-].[Na+].[Na+].O1[CH2:32][CH2:31]OCC1. (10) Given the product [ClH:1].[NH2:28][C:26]1[C:25](=[N:11][C:8]2[CH:9]=[CH:10][C:5]([N:4]([CH2:2][CH3:3])[CH:12]([CH3:13])[CH3:14])=[CH:6][CH:7]=2)[CH:24]=[C:19]([O:20][CH2:21][CH2:22][OH:23])[C:18](=[NH:17])[CH:27]=1, predict the reactants needed to synthesize it. The reactants are: [ClH:1].[CH2:2]([N:4]([CH:12]([CH3:14])[CH3:13])[C:5]1[CH:10]=[CH:9][C:8]([NH2:11])=[CH:7][CH:6]=1)[CH3:3].Cl.Cl.[NH2:17][C:18]1[CH:27]=[C:26]([NH2:28])[CH:25]=[CH:24][C:19]=1[O:20][CH2:21][CH2:22][OH:23].N.